From a dataset of Peptide-MHC class I binding affinity with 185,985 pairs from IEDB/IMGT. Regression. Given a peptide amino acid sequence and an MHC pseudo amino acid sequence, predict their binding affinity value. This is MHC class I binding data. (1) The peptide sequence is WLGDVWQEK. The MHC is HLA-B51:01 with pseudo-sequence HLA-B51:01. The binding affinity (normalized) is 0.0847. (2) The peptide sequence is AIDRQVSVK. The MHC is HLA-A68:01 with pseudo-sequence HLA-A68:01. The binding affinity (normalized) is 0.138. (3) The peptide sequence is FPRPWLHGL. The MHC is HLA-B42:01 with pseudo-sequence HLA-B42:01. The binding affinity (normalized) is 1.00. (4) The peptide sequence is MSSSVDVDIY. The MHC is HLA-A11:01 with pseudo-sequence YYAMYQENVAQTDVDTLYIIYRDYTWAAQAYRWY. The binding affinity (normalized) is 0.128. (5) The binding affinity (normalized) is 0.184. The MHC is HLA-A01:01 with pseudo-sequence HLA-A01:01. The peptide sequence is VSQHNYRPGY. (6) The peptide sequence is VPADHRLAF. The MHC is HLA-A31:01 with pseudo-sequence HLA-A31:01. The binding affinity (normalized) is 0.0847.